From a dataset of Reaction yield outcomes from USPTO patents with 853,638 reactions. Predict the reaction yield, written as a fraction of the theoretical maximum amount of product (1.0 means a 100% yield; for example, 0.34 means a 34% yield). The reactants are C([N:9]1[CH2:22][CH2:21][C:20]2[C:19]3[C:18]([C:23]4[CH:28]=[CH:27][CH:26]=[CH:25][C:24]=4[O:29][C:30]([F:33])([F:32])[F:31])=[CH:17][CH:16]=[CH:15][C:14]=3[NH:13][C:12]=2[CH2:11][CH2:10]1)(=O)C1C=CC=CC=1.C(O)CO.[OH-].[K+].CCOC(C)=O. The catalyst is O. The product is [F:33][C:30]([F:31])([F:32])[O:29][C:24]1[CH:25]=[CH:26][CH:27]=[CH:28][C:23]=1[C:18]1[C:19]2[C:20]3[CH2:21][CH2:22][NH:9][CH2:10][CH2:11][C:12]=3[NH:13][C:14]=2[CH:15]=[CH:16][CH:17]=1. The yield is 0.690.